From a dataset of Retrosynthesis with 50K atom-mapped reactions and 10 reaction types from USPTO. Predict the reactants needed to synthesize the given product. (1) Given the product CNc1cc2c([nH]c1=O)CCc1ccccc1-2, predict the reactants needed to synthesize it. The reactants are: CN.O=c1[nH]c2c(cc1Cl)-c1ccccc1CC2. (2) Given the product ON=Cc1ccc(Br)c2ccccc12, predict the reactants needed to synthesize it. The reactants are: NO.O=Cc1ccc(Br)c2ccccc12. (3) The reactants are: CS(N)(=O)=O.Cc1nc(-c2cncc(F)c2)sc1-c1cc(C(=O)O)n(C)n1. Given the product Cc1nc(-c2cncc(F)c2)sc1-c1cc(C(=O)NS(C)(=O)=O)n(C)n1, predict the reactants needed to synthesize it. (4) Given the product Cn1c(CN2CCC(C(C)(C)O)CC2)nc2c(N3C4CCC3COC4)nc(Cl)nc21, predict the reactants needed to synthesize it. The reactants are: CC(C)(O)C1CCNCC1.Cn1c(C=O)nc2c(N3C4CCC3COC4)nc(Cl)nc21. (5) Given the product CCCCC(C)(C)c1ccc(CO)cc1, predict the reactants needed to synthesize it. The reactants are: CCCCC(C)(C)c1ccc(C=O)cc1.